From a dataset of KCNQ2 potassium channel screen with 302,405 compounds. Binary Classification. Given a drug SMILES string, predict its activity (active/inactive) in a high-throughput screening assay against a specified biological target. (1) The compound is Clc1ccc(C(=O)C2CN(CCC2)Cc2c3c(nccc3)ccc2)cc1. The result is 0 (inactive). (2) The result is 0 (inactive). The drug is S(=O)(=O)(Nc1cc2c3N(CCC2)C(=O)CCc3c1)c1ccc([N+]([O-])=O)cc1. (3) The molecule is S=C(Nc1c2c(ccc1)cccc2)Nc1cc(ccc1)C(=O)C. The result is 0 (inactive). (4) The molecule is O=c1n(N(C(=O)C)C(=O)C)c(nc2c1cccc2)/C=C\c1ccc([N+]([O-])=O)cc1. The result is 0 (inactive). (5) The compound is Clc1cc(NC(=S)NC2CCCCC2)ccc1Cl. The result is 0 (inactive). (6) The drug is s1c(nnc1NC(=O)COc1ccc(CC)cc1)C1CCCC1. The result is 0 (inactive). (7) The molecule is S(CC(=O)NC(C)(C)C)c1ncnc2n(ncc12)c1ccccc1. The result is 0 (inactive). (8) The compound is O(c1nc2c(nc1CCC(OC)=O)cccc2)C. The result is 0 (inactive). (9) The compound is OC(\C=C\c1nc2c(cc1)cccc2)C. The result is 0 (inactive).